Dataset: Forward reaction prediction with 1.9M reactions from USPTO patents (1976-2016). Task: Predict the product of the given reaction. (1) Given the reactants [C:1]([O:5][C:6]([N:8]1[CH2:13][CH2:12][N:11]2[C:14]([C:22]([O:24]CC)=[CH2:23])=[C:15]([C:17]([O:19][CH2:20][CH3:21])=[O:18])[N:16]=[C:10]2[CH2:9]1)=[O:7])([CH3:4])([CH3:3])[CH3:2].C1(C)C=CC(S(O)(=O)=O)=CC=1, predict the reaction product. The product is: [C:22]([C:14]1[N:11]2[CH2:12][CH2:13][N:8]([C:6]([O:5][C:1]([CH3:2])([CH3:3])[CH3:4])=[O:7])[CH2:9][C:10]2=[N:16][C:15]=1[C:17]([O:19][CH2:20][CH3:21])=[O:18])(=[O:24])[CH3:23]. (2) Given the reactants [CH3:1][O:2][C:3]1[CH:22]=[CH:21][C:6]([CH2:7][C@@H:8]2[C:12]3=[N:13][C:14]4[CH:19]=[CH:18][CH:17]=[CH:16][C:15]=4[N:11]3[C:10](=[O:20])[NH:9]2)=[CH:5][CH:4]=1.[CH:23]1([C@H:29]([NH2:31])[CH3:30])[CH2:28][CH2:27][CH2:26][CH2:25][CH2:24]1.C(O)(C(F)(F)F)=O, predict the reaction product. The product is: [NH:11]1[C:15]2[CH:16]=[CH:17][CH:18]=[CH:19][C:14]=2[N:13]=[C:12]1[C@H:8]([NH:9][C:10]([NH:31][C@@H:29]([CH:23]1[CH2:28][CH2:27][CH2:26][CH2:25][CH2:24]1)[CH3:30])=[O:20])[CH2:7][C:6]1[CH:21]=[CH:22][C:3]([O:2][CH3:1])=[CH:4][CH:5]=1.